Dataset: Forward reaction prediction with 1.9M reactions from USPTO patents (1976-2016). Task: Predict the product of the given reaction. (1) Given the reactants [F:1][C:2]1[CH:7]=[CH:6][C:5]([O:8][CH3:9])=[CH:4][C:3]=1[C:10]1[C:19]([OH:20])=[CH:18][C:13]([C:14]([O:16][CH3:17])=[O:15])=[CH:12][N:11]=1.C(=O)([O-])[O-].[K+].[K+].Br[CH2:28][CH:29]1[CH2:33][O:32][C:31]([CH3:35])([CH3:34])[CH2:30]1.O, predict the reaction product. The product is: [CH3:34][C:31]1([CH3:35])[O:32][CH2:33][CH:29]([CH2:28][O:20][C:19]2[C:10]([C:3]3[CH:4]=[C:5]([O:8][CH3:9])[CH:6]=[CH:7][C:2]=3[F:1])=[N:11][CH:12]=[C:13]([CH:18]=2)[C:14]([O:16][CH3:17])=[O:15])[CH2:30]1. (2) The product is: [Cl:38][C:39]1[CH:44]=[C:43]([C:2]2[N:3]=[C:4]3[C:9](=[CH:10][CH:11]=2)[N:8]=[CH:7][C:6]([C:12](=[O:16])[CH:13]([CH3:15])[CH3:14])=[C:5]3[NH:17][C:18]2[CH:19]=[CH:20][C:21]([N:24]3[CH2:29][CH2:28][CH2:27][C@@H:26]([NH:30][C:31](=[O:37])[O:32][C:33]([CH3:36])([CH3:35])[CH3:34])[CH2:25]3)=[N:22][CH:23]=2)[CH:42]=[C:41]([F:54])[C:40]=1[OH:55]. Given the reactants Cl[C:2]1[N:3]=[C:4]2[C:9](=[CH:10][CH:11]=1)[N:8]=[CH:7][C:6]([C:12](=[O:16])[CH:13]([CH3:15])[CH3:14])=[C:5]2[NH:17][C:18]1[CH:19]=[CH:20][C:21]([N:24]2[CH2:29][CH2:28][CH2:27][C@@H:26]([NH:30][C:31](=[O:37])[O:32][C:33]([CH3:36])([CH3:35])[CH3:34])[CH2:25]2)=[N:22][CH:23]=1.[Cl:38][C:39]1[CH:44]=[C:43](B2OC(C)(C)C(C)(C)O2)[CH:42]=[C:41]([F:54])[C:40]=1[OH:55], predict the reaction product. (3) Given the reactants [Cl:1][C:2]1[CH:3]=[C:4]([C:10]2([C:37]([F:40])([F:39])[F:38])[CH2:14][CH2:13][N:12]([C:15]3[N:20]=[C:19]([C:21]([F:24])([F:23])[F:22])[C:18]([CH2:25][N:26]4C(=O)C5C(=CC=CC=5)C4=O)=[CH:17][N:16]=3)[CH2:11]2)[CH:5]=[C:6]([Cl:9])[C:7]=1[Cl:8].O.NN, predict the reaction product. The product is: [Cl:1][C:2]1[CH:3]=[C:4]([C:10]2([C:37]([F:38])([F:39])[F:40])[CH2:14][CH2:13][N:12]([C:15]3[N:20]=[C:19]([C:21]([F:23])([F:24])[F:22])[C:18]([CH2:25][NH2:26])=[CH:17][N:16]=3)[CH2:11]2)[CH:5]=[C:6]([Cl:9])[C:7]=1[Cl:8].